Predict the product of the given reaction. From a dataset of Forward reaction prediction with 1.9M reactions from USPTO patents (1976-2016). (1) Given the reactants O.[OH-].[Li+].[C:4]1([C:10]2[C:18]3[C:17]([N:19]4[CH2:24][CH2:23][CH:22]([CH2:25][O:26][CH2:27][CH2:28][N:29]5[CH2:33][CH2:32][CH2:31][CH2:30]5)[CH2:21][CH2:20]4)=[N:16][CH:15]=[N:14][C:13]=3[S:12][C:11]=2[C:34]([O:36]C)=[O:35])[CH:9]=[CH:8][CH:7]=[CH:6][CH:5]=1, predict the reaction product. The product is: [C:4]1([C:10]2[C:18]3[C:17]([N:19]4[CH2:20][CH2:21][CH:22]([CH2:25][O:26][CH2:27][CH2:28][N:29]5[CH2:33][CH2:32][CH2:31][CH2:30]5)[CH2:23][CH2:24]4)=[N:16][CH:15]=[N:14][C:13]=3[S:12][C:11]=2[C:34]([OH:36])=[O:35])[CH:9]=[CH:8][CH:7]=[CH:6][CH:5]=1. (2) Given the reactants CC(OC(/[N:7]=N/C(OC(C)C)=O)=O)C.[CH:32]1[CH:33]=[CH:28]C(P([C:28]2[CH:33]=[CH:32][CH:31]=[CH:30]C=2)[C:32]2[CH:33]=[CH:28]C=[CH:30][CH:31]=2)=[CH:30][CH:31]=1.[OH:34][C:35]1[CH:36]=[C:37]([CH:42]=[CH:43][CH:44]=1)[C:38]([O:40][CH3:41])=[O:39].[CH2:45]1[CH2:49]OCC1, predict the reaction product. The product is: [N:7]12[CH2:30][CH2:31][CH:32]([CH2:33][CH2:28]1)[CH:45]([O:34][C:35]1[CH:36]=[C:37]([CH:42]=[CH:43][CH:44]=1)[C:38]([O:40][CH3:41])=[O:39])[CH2:49]2. (3) Given the reactants [CH:1]1([C:6]2([O:23][CH3:24])[CH2:11][CH2:10][N:9]([C:12]3[CH:22]=[CH:21][C:15]([C:16](OCC)=[O:17])=[CH:14][CH:13]=3)[CH2:8][CH2:7]2)[CH2:5][CH2:4][CH2:3][CH2:2]1.O.[NH2:26][NH2:27], predict the reaction product. The product is: [CH:1]1([C:6]2([O:23][CH3:24])[CH2:11][CH2:10][N:9]([C:12]3[CH:22]=[CH:21][C:15]([C:16]([NH:26][NH2:27])=[O:17])=[CH:14][CH:13]=3)[CH2:8][CH2:7]2)[CH2:5][CH2:4][CH2:3][CH2:2]1. (4) The product is: [CH3:24][C:2]1[C:3]([NH:17][C:18](=[O:23])[C:19]([CH3:22])([CH3:21])[CH3:20])=[CH:4][C:5]2[C:9]3[CH:10]=[CH:11][CH:12]=[CH:13][C:8]=3[S:7](=[O:15])(=[O:14])[C:6]=2[CH:16]=1. Given the reactants Br[C:2]1[C:3]([NH:17][C:18](=[O:23])[C:19]([CH3:22])([CH3:21])[CH3:20])=[CH:4][C:5]2[C:9]3[CH:10]=[CH:11][CH:12]=[CH:13][C:8]=3[S:7](=[O:15])(=[O:14])[C:6]=2[CH:16]=1.[C:24]([Li])(C)(C)C.CCCCC.IC.C([O-])(=O)C.[NH4+], predict the reaction product.